From a dataset of Reaction yield outcomes from USPTO patents with 853,638 reactions. Predict the reaction yield, written as a fraction of the theoretical maximum amount of product (1.0 means a 100% yield; for example, 0.34 means a 34% yield). The reactants are [O:1]([CH2:9][CH2:10][C:11]1[CH:16]=[CH:15][N+:14]([O-])=[CH:13][CH:12]=1)[Si:2]([C:5]([CH3:8])([CH3:7])[CH3:6])([CH3:4])[CH3:3].C[Si]([C:22]#[N:23])(C)C.CN(C)C(Cl)=O.C(=O)([O-])[O-].[K+].[K+]. The catalyst is ClCCl. The product is [O:1]([CH2:9][CH2:10][C:11]1[CH:16]=[CH:15][N:14]=[C:13]([C:22]#[N:23])[CH:12]=1)[Si:2]([C:5]([CH3:8])([CH3:7])[CH3:6])([CH3:4])[CH3:3]. The yield is 0.970.